From a dataset of Full USPTO retrosynthesis dataset with 1.9M reactions from patents (1976-2016). Predict the reactants needed to synthesize the given product. Given the product [Br:1][C:2]1[CH:6]=[C:5]([N:12]2[CH2:13][CH2:14][C:15]([CH3:18])([OH:19])[CH2:16][CH2:17]2)[N:4]([CH3:20])[N:3]=1, predict the reactants needed to synthesize it. The reactants are: [Br:1][C:2]1[C:6](C(OCC)=O)=[C:5]([N:12]2[CH2:17][CH2:16][C:15]([OH:19])([CH3:18])[CH2:14][CH2:13]2)[N:4]([CH3:20])[N:3]=1.[OH-].[Na+].S(=O)(=O)(O)O.